Dataset: Forward reaction prediction with 1.9M reactions from USPTO patents (1976-2016). Task: Predict the product of the given reaction. (1) Given the reactants OC1C=CC(C(C2C=CC(O)=CC=2)(C)C)=CC=1.ClC1C=CC(C(C2C=CC(Cl)=CC=2)=O)=CC=1.C([O-])([O-])=O.[K+].[K+].[N+]([C:43]1[CH:44]=[C:45]([C:51]#[N:52])[C:46](=[CH:49][CH:50]=1)[C:47]#[N:48])([O-])=O.Cl, predict the reaction product. The product is: [C:51](#[N:52])[C:45]1[C:46](=[CH:49][CH:50]=[CH:43][CH:44]=1)[C:47]#[N:48]. (2) Given the reactants F[C:2]1[CH:3]=[C:4]([OH:11])[CH:5]=[CH:6][C:7]=1[N+:8]([O-:10])=[O:9].[CH3:12][O:13][C:14]1[CH:19]=[CH:18][CH:17]=[C:16]([NH2:20])[CH:15]=1, predict the reaction product. The product is: [CH3:12][O:13][C:14]1[CH:15]=[C:16]([NH:20][C:2]2[CH:3]=[C:4]([OH:11])[CH:5]=[CH:6][C:7]=2[N+:8]([O-:10])=[O:9])[CH:17]=[CH:18][CH:19]=1. (3) Given the reactants [F:1][CH:2]([F:26])[C:3]1[N:7]([C:8]2[CH:13]=[C:12]([N:14]3[CH2:19][CH2:18][O:17][CH2:16][CH2:15]3)[N:11]=[C:10]([S:20][CH3:21])[N:9]=2)[C:6]2[CH:22]=[CH:23][CH:24]=[CH:25][C:5]=2[N:4]=1.ClC1C=CC=C(C(OO)=[O:35])C=1.C(=O)(O)[O-].[Na+], predict the reaction product. The product is: [F:26][CH:2]([F:1])[C:3]1[N:7]([C:8]2[CH:13]=[C:12]([N:14]3[CH2:19][CH2:18][O:17][CH2:16][CH2:15]3)[N:11]=[C:10]([S:20]([CH3:21])=[O:35])[N:9]=2)[C:6]2[CH:22]=[CH:23][CH:24]=[CH:25][C:5]=2[N:4]=1.